From a dataset of Retrosynthesis with 50K atom-mapped reactions and 10 reaction types from USPTO. Predict the reactants needed to synthesize the given product. Given the product NCc1cc(O)ccc1S(=O)(=O)Nc1ccc2c(c1)B(O)OC2, predict the reactants needed to synthesize it. The reactants are: [N-]=[N+]=NCc1cc(O)ccc1S(=O)(=O)Nc1ccc2c(c1)B(O)OC2.